From a dataset of Retrosynthesis with 50K atom-mapped reactions and 10 reaction types from USPTO. Predict the reactants needed to synthesize the given product. (1) Given the product CCN1C(=O)C(=O)c2ccccc21, predict the reactants needed to synthesize it. The reactants are: CCI.O=C1Nc2ccccc2C1=O. (2) Given the product CC(C)C(=O)c1ccc(CC2CCN(C(=O)C(F)(F)F)CC2)cc1, predict the reactants needed to synthesize it. The reactants are: CC(C)C(=O)Cl.O=C(N1CCC(Cc2ccccc2)CC1)C(F)(F)F. (3) Given the product CCCCOCCOc1ccc(-c2ccc3c(c2)C=C(C(=O)Nc2ccc(S(=O)Cc4nncn4CC(C)C)cc2)CCN3CCC)cc1, predict the reactants needed to synthesize it. The reactants are: CCCCOCCOc1ccc(-c2ccc3c(c2)C=C(C(=O)Nc2ccc(SCc4nncn4CC(C)C)cc2)CCN3CCC)cc1.O=S([O-])([O-])=S. (4) The reactants are: CC1(C)CCC(N(C(=O)[C@@H]2CCCO2)[C@H]2C[C@@H](C(=O)O)N(C(=O)OC(C)(C)C)C2)CC1.CCN. Given the product CCNC(=O)[C@@H]1C[C@H](N(C(=O)[C@@H]2CCCO2)C2CCC(C)(C)CC2)CN1C(=O)OC(C)(C)C, predict the reactants needed to synthesize it.